Dataset: Full USPTO retrosynthesis dataset with 1.9M reactions from patents (1976-2016). Task: Predict the reactants needed to synthesize the given product. (1) Given the product [Cl:1][C:2]1[CH:14]=[CH:13][C:12]2[CH2:15][CH2:16][NH:17][CH2:18][CH2:19][N:10]3[C:11]=2[C:3]=1[C:4]1[CH2:5][CH2:6][CH2:7][CH2:8][C:9]=13, predict the reactants needed to synthesize it. The reactants are: [Cl:1][C:2]1[CH:14]=[CH:13][C:12]2[CH2:15][CH2:16][N:17](C)[CH2:18][CH2:19][N:10]3[C:11]=2[C:3]=1[C:4]1[CH2:5][CH2:6][CH2:7][CH2:8][C:9]=13.ClC(OC(Cl)C)=O. (2) Given the product [CH3:14][N:15]1[CH:19]=[C:18]([C:20]2[S:21][C:22]3[C:10](=[O:38])[NH:5][CH:26]=[CH:25][C:23]=3[N:24]=2)[CH:17]=[N:16]1, predict the reactants needed to synthesize it. The reactants are: C([N:5]([CH2:10]CCC)CCCC)CCC.[CH3:14][N:15]1[CH:19]=[C:18]([C:20]2[S:21][CH:22]=[C:23](/[CH:25]=[CH:26]/C(N=[N+]=[N-])=O)[N:24]=2)[CH:17]=[N:16]1.C1([O:38]C2C=CC=CC=2)C=CC=CC=1.